Dataset: Peptide-MHC class I binding affinity with 185,985 pairs from IEDB/IMGT. Task: Regression. Given a peptide amino acid sequence and an MHC pseudo amino acid sequence, predict their binding affinity value. This is MHC class I binding data. (1) The peptide sequence is YKTYFERV. The MHC is H-2-Kb with pseudo-sequence H-2-Kb. The binding affinity (normalized) is 0.0735. (2) The peptide sequence is YVQMALMKL. The MHC is HLA-A11:01 with pseudo-sequence HLA-A11:01. The binding affinity (normalized) is 0. (3) The peptide sequence is TPAQLSMLL. The MHC is BoLA-AW10 with pseudo-sequence BoLA-AW10. The binding affinity (normalized) is 0.0641. (4) The peptide sequence is CRAPRRQGC. The MHC is HLA-B27:05 with pseudo-sequence HLA-B27:05. The binding affinity (normalized) is 0.212. (5) The peptide sequence is RGGRWILAI. The binding affinity (normalized) is 0.0144. The MHC is Mamu-A2201 with pseudo-sequence Mamu-A2201.